The task is: Binary Classification. Given a miRNA mature sequence and a target amino acid sequence, predict their likelihood of interaction.. This data is from Experimentally validated miRNA-target interactions with 360,000+ pairs, plus equal number of negative samples. (1) The miRNA is hsa-miR-548c-5p with sequence AAAAGUAAUUGCGGUUUUUGCC. The protein sequence of the target gene is MTSRTPLLVTACLYYSYCNSRHLQQGVRKSKRPVFSHCQVPETQKTDTRHLSGARAGVCPCCHPDGLLATMRDLLQYIACFFAFFSAGFLIVATWTDCWMVNADDSLEVSTKCRGLWWECVTNAFDGIRTCDEYDSILAEHPLKLVVTRALMITADILAGFGFLTLLLGLDCVKFLPDEPYIKVRICFVAGATLLIAGTPGIIGSVWYAVDVYVERSTLVLHNIFLGIQYKFGWSCWLGMAGSLGCFLAGAVLTCCLYLFKDVGPERNYPYSLRKAYSAAGVSMAKSYSAPRTETAKMYA.... Result: 1 (interaction). (2) The miRNA is cel-miR-268 with sequence GGCAAGAAUUAGAAGCAGUUUGGU. The protein sequence of the target gene is MDETATSSEVTETFVSDPTTRQFEEDGHPPLETRHLNMIHEELEKLNISTDVINKMEVQLDLARADFRETQVQWSEKLKELSKQYSSQIAKARPFYELKIKERSLREESQKAAERFERATSILGIAKQQVSLTQESLSRQTSVLPECLEVLNHHIQRVREVEEERTAAESLHASKAHAMLHLAEKIRAMEKDNRYAIKKSRLYFEKRLEFTKILEAQKATILCLEAEVRQKKNDYTTSLRNLERISERIHEERSTGSLESAVSSDQEDQKSDFKSSESLPGNPPPYAPTAPPPYEDKYII.... Result: 1 (interaction). (3) The miRNA is mmu-miR-19b-3p with sequence UGUGCAAAUCCAUGCAAAACUGA. The protein sequence of the target gene is MAVWTRATKAGLVELLLRERWVRVVAELSGESLSLTGDAAAVEPEPPAAAFNGLPNGGGGESLPGSPNRGLGPPSPPAPPRGPAGEASASPPVRRVRVVKQEAGGLGISIKGGRENRMPILISKIFPGLAADQSRALRLGDAILSVNGTDLRQATHDQAVQALKRAGKEVLLEVKFIREVTPYIKKPSLVSDLPWEGASPQSPSFSGSEDSGSPKHQNTTKDRKVIPLKMCFAARNLSMPDLENRLIELHSPDSRNTLILRCKDTATAHSWFVAIHTNIMALLPQVLAELNAMLGATSTA.... Result: 1 (interaction). (4) The miRNA is rno-miR-378a-5p with sequence CUCCUGACUCCAGGUCCUGUGU. The protein sequence of the target gene is MAEMEKEGRPPENKRSRKPAHPVKREINEEMKNFAENTMNELLGWYGYDKVELKDGEDIEFRSYTTDGESRQHISVLKENSLPKPKLPEDSVISSYNISTGYSGLATGNGLSDSPAGSKDHGNVPIIVPLIPPPFIKPPAEDDVSNVQIMCAWCQKVGIKRYSLSMGSEVKSFCSEKCFAACRRAYFKRNKARDEDGRAETFPQQHYAKETPRLAFKNNCELLVCDWCKHIRHTKEYLDFGDGERRLQFCSAKCLNQYKMDIFYKETQANLPAGLCSTLHPHMESKAEGTGVQLLTPDSW.... Result: 0 (no interaction). (5) The protein sequence of the target gene is MALRPSKGDGSAGRWDRGAGKADFNAKRKKKVAEIHQALNSDPIDLAALRRMAISEGGLLTDEIRCQVWPKLLNVNTSEPPPVSRKDLRDMSKDYQQVLLDVRRSLRRFPPGMPDEQREGLQEELIDIILLVLDRNPQLHYYQGYHDIVVTFLLVVGERLATSLVEKLSTHHLRDFMDPTMDNTKHILNYLMPIIDQVSPELHDFMQSAEVGTIFALSWLITWFGHVLMDFRHVVRLYDFFLACHPLMPIYFAAVIVLYREQEVLDCDCDMASVHHLLSQIPQDLPYETLISRAGDLFVQ.... Result: 1 (interaction). The miRNA is mmu-miR-149-5p with sequence UCUGGCUCCGUGUCUUCACUCCC.